From a dataset of Peptide-MHC class II binding affinity with 134,281 pairs from IEDB. Regression. Given a peptide amino acid sequence and an MHC pseudo amino acid sequence, predict their binding affinity value. This is MHC class II binding data. (1) The peptide sequence is ANWIEIMRIKKLTIT. The MHC is HLA-DPA10201-DPB11401 with pseudo-sequence HLA-DPA10201-DPB11401. The binding affinity (normalized) is 0.295. (2) The binding affinity (normalized) is 0.376. The peptide sequence is LRIAAKIYSEADEAW. The MHC is HLA-DQA10501-DQB10301 with pseudo-sequence HLA-DQA10501-DQB10301. (3) The peptide sequence is AFKVAATAKNAAPAN. The MHC is DRB1_1001 with pseudo-sequence DRB1_1001. The binding affinity (normalized) is 0.708. (4) The peptide sequence is KRIVKLVNDVGAVVN. The MHC is HLA-DQA10102-DQB10602 with pseudo-sequence HLA-DQA10102-DQB10602. The binding affinity (normalized) is 0.595.